Dataset: Forward reaction prediction with 1.9M reactions from USPTO patents (1976-2016). Task: Predict the product of the given reaction. (1) Given the reactants [CH3:1][O:2][CH:3]1[CH2:7][CH2:6][N:5]([C:8]([C:10]2[S:18][C:17]3[C:12](=[N:13][CH:14]=[CH:15][C:16]=3[O:19][C:20]3[CH:32]=[CH:31][C:23]4[C:24]([C:28]([OH:30])=O)=[C:25]([CH3:27])[O:26][C:22]=4[CH:21]=3)[CH:11]=2)=[O:9])[CH2:4]1.C(Cl)(=O)C(Cl)=O.[CH:39]1([NH2:42])[CH2:41][CH2:40]1, predict the reaction product. The product is: [CH:39]1([NH:42][C:28]([C:24]2[C:23]3[CH:31]=[CH:32][C:20]([O:19][C:16]4[CH:15]=[CH:14][N:13]=[C:12]5[CH:11]=[C:10]([C:8]([N:5]6[CH2:6][CH2:7][CH:3]([O:2][CH3:1])[CH2:4]6)=[O:9])[S:18][C:17]=45)=[CH:21][C:22]=3[O:26][C:25]=2[CH3:27])=[O:30])[CH2:41][CH2:40]1. (2) Given the reactants [CH2:1]([O:3][C:4]([C:6]1[CH:10]=[CH:9][NH:8][C:7]=1[C:11]1[CH:16]=[CH:15][CH:14]=[CH:13][CH:12]=1)=[O:5])[CH3:2].C(N(CC)CC)C.[C:24]([O:28][C:29](O[C:29]([O:28][C:24]([CH3:27])([CH3:26])[CH3:25])=[O:30])=[O:30])([CH3:27])([CH3:26])[CH3:25], predict the reaction product. The product is: [CH2:1]([O:3][C:4]([C:6]1[CH:10]=[CH:9][N:8]([C:29]([O:28][C:24]([CH3:27])([CH3:26])[CH3:25])=[O:30])[C:7]=1[C:11]1[CH:16]=[CH:15][CH:14]=[CH:13][CH:12]=1)=[O:5])[CH3:2]. (3) Given the reactants [CH3:1][O:2][C:3]1[CH:4]=[C:5]([C:13]2[C:21]3[C:16](=[CH:17][CH:18]=[C:19]([CH:22]=O)[CH:20]=3)[NH:15][N:14]=2)[CH:6]=[C:7]([O:11][CH3:12])[C:8]=1[O:9][CH3:10].[C:24]([CH2:26][C:27]([NH:29][C:30]([CH3:34])([CH3:33])[CH2:31][OH:32])=[O:28])#[N:25].C1CCN2C(=NCCC2)CC1, predict the reaction product. The product is: [C:24]([C:26](=[CH:22][C:19]1[CH:20]=[C:21]2[C:16](=[CH:17][CH:18]=1)[NH:15][N:14]=[C:13]2[C:5]1[CH:6]=[C:7]([O:11][CH3:12])[C:8]([O:9][CH3:10])=[C:3]([O:2][CH3:1])[CH:4]=1)[C:27]([NH:29][C:30]([CH3:34])([CH3:33])[CH2:31][OH:32])=[O:28])#[N:25]. (4) Given the reactants [Br:1][C:2]1[CH:7]=[CH:6][N:5]=[C:4]2[N:8]([S:11]([C:14]3[CH:20]=[CH:19][C:17]([CH3:18])=[CH:16][CH:15]=3)(=[O:13])=[O:12])[CH:9]=[CH:10][C:3]=12.[Li+].[CH3:22]C([N-]C(C)C)C.IC, predict the reaction product. The product is: [Br:1][C:2]1[CH:7]=[CH:6][N:5]=[C:4]2[N:8]([S:11]([C:14]3[CH:20]=[CH:19][C:17]([CH3:18])=[CH:16][CH:15]=3)(=[O:13])=[O:12])[C:9]([CH3:22])=[CH:10][C:3]=12. (5) Given the reactants [CH2:1]([O:4][C:5]1[CH:12]=[C:11]([O:13][CH2:14][C:15]2[CH:20]=[CH:19][CH:18]=[CH:17][CH:16]=2)[CH:10]=[CH:9][C:6]=1C=O)[CH:2]=[CH2:3].ClC1C=C(C=CC=1)C(OO)=[O:26], predict the reaction product. The product is: [CH2:1]([O:4][C:5]1[CH:12]=[C:11]([O:13][CH2:14][C:15]2[CH:20]=[CH:19][CH:18]=[CH:17][CH:16]=2)[CH:10]=[CH:9][C:6]=1[OH:26])[CH:2]=[CH2:3].